From a dataset of Peptide-MHC class II binding affinity with 134,281 pairs from IEDB. Regression. Given a peptide amino acid sequence and an MHC pseudo amino acid sequence, predict their binding affinity value. This is MHC class II binding data. (1) The MHC is DRB4_0101 with pseudo-sequence DRB4_0103. The binding affinity (normalized) is 0.0778. The peptide sequence is DGLVRDANNYEQQEQ. (2) The peptide sequence is RGIEYIQHNGVVQES. The MHC is DRB1_0101 with pseudo-sequence DRB1_0101. The binding affinity (normalized) is 0.500. (3) The peptide sequence is VAISRYLGKQFGLSG. The MHC is HLA-DQA10401-DQB10402 with pseudo-sequence HLA-DQA10401-DQB10402. The binding affinity (normalized) is 0.254. (4) The peptide sequence is VGPLTVNEKRRLKLI. The MHC is DRB1_0802 with pseudo-sequence DRB1_0802. The binding affinity (normalized) is 0.207. (5) The peptide sequence is IAVGGITLFLGFTVH. The MHC is DRB1_1501 with pseudo-sequence DRB1_1501. The binding affinity (normalized) is 0.605. (6) The peptide sequence is LSPLTKGILGFVFTL. The MHC is DRB1_1302 with pseudo-sequence DRB1_1302. The binding affinity (normalized) is 0.154.